This data is from Forward reaction prediction with 1.9M reactions from USPTO patents (1976-2016). The task is: Predict the product of the given reaction. (1) Given the reactants [Cl:1][C:2]1[CH:3]=[C:4]2[C:8](=[CH:9][CH:10]=1)[NH:7][C:6](=[O:11])[C:5]2=[CH:12][C:13]1[NH:17][C:16]([CH3:18])=[C:15]([C:19]([OH:21])=O)[C:14]=1[CH3:22].[NH2:23][CH2:24][CH:25]([OH:32])[CH2:26][N:27]1[CH:31]=[CH:30][N:29]=[N:28]1, predict the reaction product. The product is: [OH:32][CH:25]([CH2:26][N:27]1[CH:31]=[CH:30][N:29]=[N:28]1)[CH2:24][NH:23][C:19]([C:15]1[C:14]([CH3:22])=[C:13](/[CH:12]=[C:5]2\[C:6](=[O:11])[NH:7][C:8]3[C:4]\2=[CH:3][C:2]([Cl:1])=[CH:10][CH:9]=3)[NH:17][C:16]=1[CH3:18])=[O:21]. (2) The product is: [Br:1][C:2]1[CH:7]=[CH:6][C:5]([CH2:8][Br:12])=[C:4]([CH3:10])[CH:3]=1. Given the reactants [Br:1][C:2]1[CH:7]=[CH:6][C:5]([CH2:8]O)=[C:4]([CH3:10])[CH:3]=1.C(Br)(Br)(Br)[Br:12].C1(P(C2C=CC=CC=2)C2C=CC=CC=2)C=CC=CC=1, predict the reaction product. (3) The product is: [Cl:25][C:19]1[CH:20]=[C:21]([Cl:24])[CH:22]=[CH:23][C:18]=1[C:8]1[C:9]([C:16]#[N:17])=[C:10]([O:11][CH2:12][CH:13]([CH3:15])[CH3:14])[C:5]2[N:6]([C:2]([C:31]3[CH:30]=[CH:29][N:28]=[C:27]([F:26])[CH:32]=3)=[CH:3][N:4]=2)[CH:7]=1. Given the reactants Br[C:2]1[N:6]2[CH:7]=[C:8]([C:18]3[CH:23]=[CH:22][C:21]([Cl:24])=[CH:20][C:19]=3[Cl:25])[C:9]([C:16]#[N:17])=[C:10]([O:11][CH2:12][CH:13]([CH3:15])[CH3:14])[C:5]2=[N:4][CH:3]=1.[F:26][C:27]1[CH:32]=[C:31](B(O)O)[CH:30]=[CH:29][N:28]=1.C([O-])([O-])=O.[Na+].[Na+], predict the reaction product. (4) Given the reactants [O:1]1[C:5]2[CH:6]=[CH:7][C:8]([C:10](=[O:12])[CH3:11])=[CH:9][C:4]=2[O:3][CH2:2]1.[O:13]1[C:17]2[CH:18]=[CH:19][C:20]([C:22]3[CH:26]=[C:25]([CH:27]=O)[NH:24][N:23]=3)=[CH:21][C:16]=2[O:15][CH2:14]1.[OH-].[Na+], predict the reaction product. The product is: [O:1]1[C:5]2[CH:6]=[CH:7][C:8]([C:10](=[O:12])/[CH:11]=[CH:27]/[C:25]3[NH:24][N:23]=[C:22]([C:20]4[CH:19]=[CH:18][C:17]5[O:13][CH2:14][O:15][C:16]=5[CH:21]=4)[CH:26]=3)=[CH:9][C:4]=2[O:3][CH2:2]1.